This data is from Catalyst prediction with 721,799 reactions and 888 catalyst types from USPTO. The task is: Predict which catalyst facilitates the given reaction. Reactant: [Cl:1][C:2]1[CH:18]=[CH:17][C:5]([CH2:6][O:7][CH2:8][C:9]2[O:13][N:12]=[C:11]([C:14]([OH:16])=O)[CH:10]=2)=[C:4]([F:19])[CH:3]=1.Cl.[O:21]1[CH2:25][CH2:24][CH:23]([CH2:26][NH2:27])[CH2:22]1.C(N(CC)CC)C.ON1C2C=CC=CC=2N=N1.Cl.C(N=C=NCCCN(C)C)C. Product: [O:21]1[CH2:25][CH2:24][CH:23]([CH2:26][NH:27][C:14]([C:11]2[CH:10]=[C:9]([CH2:8][O:7][CH2:6][C:5]3[CH:17]=[CH:18][C:2]([Cl:1])=[CH:3][C:4]=3[F:19])[O:13][N:12]=2)=[O:16])[CH2:22]1. The catalyst class is: 22.